This data is from Full USPTO retrosynthesis dataset with 1.9M reactions from patents (1976-2016). The task is: Predict the reactants needed to synthesize the given product. Given the product [CH3:1][O:2][CH2:3][N:4]1[C:8]2[CH:9]=[CH:10][C:11]([CH:13]([C:15]3[CH:19]=[CH:18][N:17]([C:22]4[N:27]=[CH:26][C:25]([O:28][CH2:29][C:30]([O:32][CH2:33][CH3:34])=[O:31])=[CH:24][CH:23]=4)[N:16]=3)[CH3:14])=[CH:12][C:7]=2[S:6][C:5]1=[O:20], predict the reactants needed to synthesize it. The reactants are: [CH3:1][O:2][CH2:3][N:4]1[C:8]2[CH:9]=[CH:10][C:11]([CH:13]([C:15]3[CH:19]=[CH:18][NH:17][N:16]=3)[CH3:14])=[CH:12][C:7]=2[S:6][C:5]1=[O:20].Br[C:22]1[N:27]=[CH:26][C:25]([O:28][CH2:29][C:30]([O:32][CH2:33][CH3:34])=[O:31])=[CH:24][CH:23]=1.C(=O)([O-])[O-].[K+].[K+].N1CCC[C@H]1C(O)=O.